Task: Predict which catalyst facilitates the given reaction.. Dataset: Catalyst prediction with 721,799 reactions and 888 catalyst types from USPTO (1) Reactant: [C:1]([NH:8][C@H:9]([C:18]([OH:20])=O)[CH2:10][C:11]1[CH:16]=[CH:15][CH:14]=[CH:13][C:12]=1[CH3:17])([O:3]C(C)(C)C)=O.C1C=CC2N(O)N=NC=2C=1.C(N(C(C)C)CC)(C)C.C(OC(=O)[CH2:44][NH:45][CH2:46][C:47]1[CH:52]=[CH:51][CH:50]=[CH:49][CH:48]=1)C.CN(C(ON1N=NC2C=CC=CC1=2)=[N+](C)C)C.F[P-](F)(F)(F)(F)F.Cl. Product: [CH2:46]([N:45]1[CH2:44][C:1](=[O:3])[NH:8][C@@H:9]([CH2:10][C:11]2[CH:16]=[CH:15][CH:14]=[CH:13][C:12]=2[CH3:17])[C:18]1=[O:20])[C:47]1[CH:52]=[CH:51][CH:50]=[CH:49][CH:48]=1. The catalyst class is: 31. (2) Reactant: Cl[C:2]1[N:7]=[N:6][C:5]([C:8]([NH2:10])=[O:9])=[C:4]([NH:11][C:12]2[CH:17]=[CH:16][C:15]([O:18][CH3:19])=[C:14]([CH:20]([CH3:22])[CH3:21])[N:13]=2)[CH:3]=1.[CH2:23]([NH2:26])[CH2:24][NH2:25]. Product: [NH2:25][CH2:24][CH2:23][NH:26][C:2]1[N:7]=[N:6][C:5]([C:8]([NH2:10])=[O:9])=[C:4]([NH:11][C:12]2[CH:17]=[CH:16][C:15]([O:18][CH3:19])=[C:14]([CH:20]([CH3:22])[CH3:21])[N:13]=2)[CH:3]=1. The catalyst class is: 37. (3) Reactant: [C:1]1([C:7]23[CH2:14][CH2:13][C:10]([CH2:15][C:16]([O:18][CH3:19])=[O:17])([CH2:11][CH2:12]2)[CH2:9][CH2:8]3)[CH:6]=[CH:5][CH:4]=[CH:3][CH:2]=1.C1(C23CCC(C(C)C(OC)=O)(CC2)CC3)C=CC=CC=1.[Cl-].[Al+3].[Cl-].[Cl-].[Br:44][C:45]([CH3:50])([CH3:49])[C:46](Br)=[O:47]. Product: [Br:44][C:45]([CH3:50])([CH3:49])[C:46]([C:4]1[CH:3]=[CH:2][C:1]([C:7]23[CH2:8][CH2:9][C:10]([CH2:15][C:16]([O:18][CH3:19])=[O:17])([CH2:13][CH2:14]2)[CH2:11][CH2:12]3)=[CH:6][CH:5]=1)=[O:47]. The catalyst class is: 2. (4) Reactant: F[C:2]1[CH:7]=[CH:6][C:5]([C:8](=[O:10])[CH3:9])=[CH:4][CH:3]=1.[NH:11]1[CH2:16][CH2:15][O:14][CH2:13][CH2:12]1.C(=O)([O-])[O-].[K+].[K+].O. Product: [O:14]1[CH2:15][CH2:16][N:11]([C:2]2[CH:7]=[CH:6][C:5]([C:8](=[O:10])[CH3:9])=[CH:4][CH:3]=2)[CH2:12][CH2:13]1. The catalyst class is: 9.